From a dataset of Retrosynthesis with 50K atom-mapped reactions and 10 reaction types from USPTO. Predict the reactants needed to synthesize the given product. (1) Given the product Cc1cc2cc(Cl)cnc2[nH]1, predict the reactants needed to synthesize it. The reactants are: CC#Cc1cc(Cl)cnc1N. (2) Given the product COc1ccc(Cn2ccc(NC(=O)c3ccccc3F)n2)c(C(F)(F)F)c1, predict the reactants needed to synthesize it. The reactants are: COc1ccc(CBr)c(C(F)(F)F)c1.O=C(Nc1cc[nH]n1)c1ccccc1F. (3) Given the product O=C(NCCCCCCCCc1ccccc1)c1cc(-c2cccc(Cl)c2)c(OCCO)c(-c2cccc(Cl)c2)c1, predict the reactants needed to synthesize it. The reactants are: CCOC(=O)c1cc(-c2cccc(Cl)c2)c(OCCO)c(-c2cccc(Cl)c2)c1.NCCCCCCCCc1ccccc1. (4) Given the product CCCC(NC(=O)Cc1cc(F)cc(F)c1)C(=O)Nc1cn(C(C)(C)CN(C)C)cn1, predict the reactants needed to synthesize it. The reactants are: CCCC(NC(=O)Cc1cc(F)cc(F)c1)C(=O)Nc1cn(C(C)(C)C=O)cn1.CNC.